Dataset: Full USPTO retrosynthesis dataset with 1.9M reactions from patents (1976-2016). Task: Predict the reactants needed to synthesize the given product. (1) Given the product [CH2:1]([O:8][C:9]1[CH:10]=[CH:11][C:12]2[CH2:13][C@H:14]3[N:26]([CH2:27][CH:28]4[CH2:29][CH2:30]4)[CH2:25][CH2:24][C@:20]45[C:21]=2[C:22]=1[O:23][C@H:19]4[C@@H:18]([N:31]1[CH2:35][CH2:34][CH:33]([CH2:39][CH3:40])[C:32]1=[O:36])[CH2:17][CH2:16][C@@:15]35[OH:37])[C:2]1[CH:3]=[CH:4][CH:5]=[CH:6][CH:7]=1, predict the reactants needed to synthesize it. The reactants are: [CH2:1]([O:8][C:9]1[CH:10]=[CH:11][C:12]2[CH2:13][C@H:14]3[N:26]([CH2:27][CH:28]4[CH2:30][CH2:29]4)[CH2:25][CH2:24][C@:20]45[C:21]=2[C:22]=1[O:23][C@H:19]4[C@@H:18]([N:31]1[CH2:35][CH2:34][CH2:33][C:32]1=[O:36])[CH2:17][CH2:16][C@@:15]35[OH:37])[C:2]1[CH:7]=[CH:6][CH:5]=[CH:4][CH:3]=1.[Li+].[CH3:39][CH:40]([N-]C(C)C)C.C1COCC1.ICC.C(=O)([O-])O.[Na+]. (2) Given the product [Cl:12][C:13]1[CH:14]=[C:15]([CH:16]2[CH:22]3[CH2:23][C:24]4[C:29]([CH:21]3[C:3]3[C:4](=[CH:5][C:6]([C:7]([NH2:9])=[NH:8])=[CH:10][CH:11]=3)[NH:57]2)=[CH:28][CH:27]=[CH:26][CH:25]=4)[CH:18]=[CH:19][CH:20]=1, predict the reactants needed to synthesize it. The reactants are: Cl.N[C:3]1[CH:11]=[CH:10][C:6]([C:7]([NH2:9])=[NH:8])=[CH:5][CH:4]=1.[Cl:12][C:13]1[CH:14]=[C:15]([CH:18]=[CH:19][CH:20]=1)[CH:16]=O.[CH2:21]1[C:29]2[C:24](=[CH:25][CH:26]=[CH:27][CH:28]=2)[CH:23]=[CH:22]1.[O-]S(C(F)(F)F)(=O)=O.[In+3].[O-]S(C(F)(F)F)(=O)=O.[O-]S(C(F)(F)F)(=O)=O.C(#[N:57])C.